From a dataset of NCI-60 drug combinations with 297,098 pairs across 59 cell lines. Regression. Given two drug SMILES strings and cell line genomic features, predict the synergy score measuring deviation from expected non-interaction effect. Drug 1: CN(CC1=CN=C2C(=N1)C(=NC(=N2)N)N)C3=CC=C(C=C3)C(=O)NC(CCC(=O)O)C(=O)O. Drug 2: C1=NNC2=C1C(=O)NC=N2. Cell line: SF-539. Synergy scores: CSS=58.9, Synergy_ZIP=2.59, Synergy_Bliss=3.39, Synergy_Loewe=-17.4, Synergy_HSA=3.37.